This data is from HIV replication inhibition screening data with 41,000+ compounds from the AIDS Antiviral Screen. The task is: Binary Classification. Given a drug SMILES string, predict its activity (active/inactive) in a high-throughput screening assay against a specified biological target. (1) The molecule is C=Cc1nc(C#N)c(N)o1. The result is 0 (inactive). (2) The molecule is COc1ccc(-c2cc(-c3ccccc3)c3c(n2)-c2ccccc2NC(=O)C3)cc1. The result is 0 (inactive). (3) The drug is COc1ccc2c(c1)C(=O)CC(C(=O)O)C2. The result is 0 (inactive).